From a dataset of Full USPTO retrosynthesis dataset with 1.9M reactions from patents (1976-2016). Predict the reactants needed to synthesize the given product. (1) Given the product [CH3:8][C:7]([O:6][CH:2]([C:11]1[N:12]([CH3:31])[C:13](=[O:30])[C:14]2[C:19]([C:20]=1[C:21]1[CH:26]=[CH:25][C:24]([CH3:27])=[C:23]([CH3:38])[CH:22]=1)=[CH:18][CH:17]=[C:16]([C:36]#[CH:37])[CH:15]=2)[C:3]([OH:5])=[O:4])([CH3:10])[CH3:9], predict the reactants needed to synthesize it. The reactants are: C[C:2]([C:11]1[N:12]([CH3:31])[C:13](=[O:30])[C:14]2[C:19]([C:20]=1[C:21]1[CH:26]=[CH:25][C:24]([CH3:27])=[CH:23][C:22]=1C)=[CH:18][CH:17]=[C:16](Br)[CH:15]=2)([O:6][C:7]([CH3:10])([CH3:9])[CH3:8])[C:3]([OH:5])=[O:4].C[Si]([C:36]#[CH:37])(C)C.[CH3:38]CN(C(C)C)C(C)C. (2) The reactants are: S(=O)(=O)(O)O.C(O)(=[O:8])C.[F:10][C:11]1[CH:16]=[CH:15][C:14]([C:17]([C:27]2[CH:32]=[CH:31][C:30]([F:33])=[CH:29][CH:28]=2)([C:20]2[CH:25]=[CH:24][CH:23]=[CH:22][C:21]=2[F:26])[C:18]#[N:19])=[CH:13][CH:12]=1.[OH-].[NH4+]. Given the product [F:10][C:11]1[CH:12]=[CH:13][C:14]([C:17]([C:27]2[CH:28]=[CH:29][C:30]([F:33])=[CH:31][CH:32]=2)([C:20]2[CH:25]=[CH:24][CH:23]=[CH:22][C:21]=2[F:26])[C:18]([NH2:19])=[O:8])=[CH:15][CH:16]=1, predict the reactants needed to synthesize it. (3) The reactants are: [NH2:1][C:2]1[CH:3]=[C:4]([C:8]2[N:13]3[N:14]=[CH:15][C:16]([C:17]([C:19]4[S:20][CH:21]=[CH:22][CH:23]=4)=[O:18])=[C:12]3[N:11]=[CH:10][CH:9]=2)[CH:5]=[CH:6][CH:7]=1.[Cl:24][CH2:25][CH2:26][CH2:27][C:28](Cl)=[O:29]. Given the product [Cl:24][CH2:25][CH2:26][CH2:27][C:28]([NH:1][C:2]1[CH:7]=[CH:6][CH:5]=[C:4]([C:8]2[N:13]3[N:14]=[CH:15][C:16]([C:17]([C:19]4[S:20][CH:21]=[CH:22][CH:23]=4)=[O:18])=[C:12]3[N:11]=[CH:10][CH:9]=2)[CH:3]=1)=[O:29], predict the reactants needed to synthesize it. (4) The reactants are: [Cl:1][C:2]1[CH:3]=[C:4]2[C:9](=[CH:10][C:11]=1[O:12][C:13]1[CH:18]=[CH:17][C:16]([C:19](=[O:32])[NH:20][CH2:21][CH:22]([C:24]3[CH:29]=[CH:28][C:27]([Cl:30])=[CH:26][C:25]=3Cl)[F:23])=[CH:15][CH:14]=1)[O:8][CH2:7][CH2:6][CH:5]2[C:33]([O:35]CC)=[O:34].[OH-].[Na+]. Given the product [Cl:1][C:2]1[CH:3]=[C:4]2[C:9](=[CH:10][C:11]=1[O:12][C:13]1[CH:18]=[CH:17][C:16]([C:19](=[O:32])[NH:20][CH2:21][CH:22]([C:24]3[CH:25]=[CH:26][C:27]([Cl:30])=[CH:28][CH:29]=3)[F:23])=[CH:15][CH:14]=1)[O:8][CH2:7][CH2:6][CH:5]2[C:33]([OH:35])=[O:34], predict the reactants needed to synthesize it. (5) Given the product [NH2:1][C:2]1[N:7]=[CH:6][C:5]([C:8]2[N:15]3[C:11]([S:12][C:13]([C:16]4[CH:21]=[CH:20][C:19]([O:22][CH2:31][C:32]([N:34]([CH3:36])[CH3:35])=[O:33])=[C:18]([O:23][CH3:24])[CH:17]=4)=[N:14]3)=[N:10][C:9]=2[CH3:25])=[CH:4][C:3]=1[C:26]([F:28])([F:27])[F:29], predict the reactants needed to synthesize it. The reactants are: [NH2:1][C:2]1[N:7]=[CH:6][C:5]([C:8]2[N:15]3[C:11]([S:12][C:13]([C:16]4[CH:21]=[CH:20][C:19]([OH:22])=[C:18]([O:23][CH3:24])[CH:17]=4)=[N:14]3)=[N:10][C:9]=2[CH3:25])=[CH:4][C:3]=1[C:26]([F:29])([F:28])[F:27].Cl[CH2:31][C:32]([N:34]([CH3:36])[CH3:35])=[O:33].C([O-])([O-])=O.[K+].[K+]. (6) Given the product [CH3:9][S:10][C:5]1[CH:6]=[CH:7][C:2]([Cl:1])=[CH:3][CH:4]=1, predict the reactants needed to synthesize it. The reactants are: [Cl:1][C:2]1[CH:7]=[CH:6][C:5](Cl)=[CH:4][CH:3]=1.[CH3:9][S-:10].[Na+].